Dataset: Full USPTO retrosynthesis dataset with 1.9M reactions from patents (1976-2016). Task: Predict the reactants needed to synthesize the given product. Given the product [Cl:18][C:14]1[CH:15]=[CH:16][CH:17]=[C:12]([C:5]2[CH:6]=[CH:7][C:2]([CH3:1])=[CH:3][CH:4]=2)[N:13]=1, predict the reactants needed to synthesize it. The reactants are: [CH3:1][C:2]1[CH:7]=[CH:6][C:5](B(O)O)=[CH:4][CH:3]=1.Cl[C:12]1[CH:17]=[CH:16][CH:15]=[C:14]([Cl:18])[N:13]=1.P([O-])([O-])([O-])=O.[K+].[K+].[K+].